This data is from Retrosynthesis with 50K atom-mapped reactions and 10 reaction types from USPTO. The task is: Predict the reactants needed to synthesize the given product. (1) Given the product OCc1cncc(-c2cc(OCc3cccc(F)n3)nc3c2CCCC3)n1, predict the reactants needed to synthesize it. The reactants are: CC(C)(C)[Si](C)(C)OCc1cncc(-c2cc(OCc3cccc(F)n3)nc3c2CCCC3)n1. (2) Given the product CC(C)(C#N)c1ccc(Cc2c([N+](=O)[O-])cnc3ccc(-c4ccc(Oc5ccccc5)nc4)cc23)cc1, predict the reactants needed to synthesize it. The reactants are: Brc1ccc(Oc2ccccc2)nc1.CC(C)(C#N)c1ccc(Cc2c([N+](=O)[O-])cnc3ccc(B4OC(C)(C)C(C)(C)O4)cc23)cc1.